Dataset: Catalyst prediction with 721,799 reactions and 888 catalyst types from USPTO. Task: Predict which catalyst facilitates the given reaction. (1) Product: [CH2:12]([NH:11][CH2:14][C:15]1[CH:20]=[C:19]([C:21]([F:24])([F:23])[F:22])[CH:18]=[CH:17][C:16]=1[C:25]1[CH:30]=[C:29]([F:31])[CH:28]=[C:27]([CH2:32][C:33]([OH:35])=[O:34])[CH:26]=1)[CH3:13]. Reactant: C(OC([N:11]([CH2:14][C:15]1[CH:20]=[C:19]([C:21]([F:24])([F:23])[F:22])[CH:18]=[CH:17][C:16]=1[C:25]1[CH:30]=[C:29]([F:31])[CH:28]=[C:27]([CH2:32][C:33]([OH:35])=[O:34])[CH:26]=1)[CH2:12][CH3:13])=O)C1C=CC=CC=1. The catalyst class is: 43. (2) Reactant: [CH2:1]([N:8]=[C:9]=[O:10])[CH2:2][CH2:3][CH2:4][CH2:5][CH2:6][CH3:7].[CH3:11][NH:12][C:13]1[CH:14]=[C:15]([C:19]2[CH:24]=[CH:23][C:22]([CH2:25][CH2:26][C:27]([O:29][CH3:30])=[O:28])=[CH:21][CH:20]=2)[CH:16]=[CH:17][CH:18]=1.O1CCCC1.C(N(CC)CC)C. Product: [CH3:11][N:12]([C:13]1[CH:14]=[C:15]([C:19]2[CH:24]=[CH:23][C:22]([CH2:25][CH2:26][C:27]([O:29][CH3:30])=[O:28])=[CH:21][CH:20]=2)[CH:16]=[CH:17][CH:18]=1)[C:9]([NH:8][CH2:1][CH2:2][CH2:3][CH2:4][CH2:5][CH2:6][CH3:7])=[O:10]. The catalyst class is: 6. (3) Reactant: [F:1][C:2]([F:19])([F:18])[C:3]1[CH:12]=[C:11]([C:13]([F:16])([F:15])[F:14])[N:10]=[C:9]2[C:4]=1[CH:5]=[CH:6][C:7]([NH2:17])=[N:8]2.Br[CH2:21][C:22](=O)[C:23]([O:25][CH2:26][CH3:27])=[O:24]. Product: [F:14][C:13]([F:16])([F:15])[C:11]1[CH:12]=[C:3]([C:2]([F:1])([F:18])[F:19])[C:4]2[CH:5]=[CH:6][C:7]3[N:8]([CH:21]=[C:22]([C:23]([O:25][CH2:26][CH3:27])=[O:24])[N:17]=3)[C:9]=2[N:10]=1. The catalyst class is: 35. (4) Reactant: C([O:3][C:4](=[O:34])[CH2:5][N:6]([C:13]1[CH:18]=[C:17]([Cl:19])[C:16]([O:20][C:21]2[CH:26]=[CH:25][C:24]([O:27]C)=[C:23]([CH:29]([CH2:31][CH3:32])[CH3:30])[CH:22]=2)=[C:15]([Cl:33])[CH:14]=1)[CH2:7][C:8]([O:10]CC)=[O:9])C.B(Br)(Br)Br. Product: [CH:29]([C:23]1[CH:22]=[C:21]([CH:26]=[CH:25][C:24]=1[OH:27])[O:20][C:16]1[C:15]([Cl:33])=[CH:14][C:13]([N:6]([CH2:7][C:8]([OH:10])=[O:9])[CH2:5][C:4]([OH:34])=[O:3])=[CH:18][C:17]=1[Cl:19])([CH2:31][CH3:32])[CH3:30]. The catalyst class is: 2.